From a dataset of Reaction yield outcomes from USPTO patents with 853,638 reactions. Predict the reaction yield, written as a fraction of the theoretical maximum amount of product (1.0 means a 100% yield; for example, 0.34 means a 34% yield). The product is [C:24]([O:23][C@@H:17]1[C@@H:18]([CH:20]2[CH2:21][CH2:22]2)[CH2:19][N:14]([C:13]2[C:12]([NH2:35])=[CH:11][N:10]=[C:9]3[CH:5]([O:4][C:1](=[O:3])[CH3:2])[CH2:6][CH2:7][C:8]=23)[CH2:15][C@H:16]1[NH:27][C:28]([O:30][C:31]([CH3:34])([CH3:33])[CH3:32])=[O:29])(=[O:26])[CH3:25]. The yield is 1.00. The catalyst is CO.CCOC(C)=O. The reactants are [C:1]([O:4][CH:5]1[C:9]2=[N:10][CH:11]=[C:12]([N+:35]([O-])=O)[C:13]([N:14]3[CH2:19][C@H:18]([CH:20]4[CH2:22][CH2:21]4)[C@@H:17]([O:23][C:24](=[O:26])[CH3:25])[C@H:16]([NH:27][C:28]([O:30][C:31]([CH3:34])([CH3:33])[CH3:32])=[O:29])[CH2:15]3)=[C:8]2[CH2:7][CH2:6]1)(=[O:3])[CH3:2].